Dataset: Catalyst prediction with 721,799 reactions and 888 catalyst types from USPTO. Task: Predict which catalyst facilitates the given reaction. Reactant: [C:1]([C:5]1[CH:6]=[C:7]2[C:11](=[CH:12][CH:13]=1)[CH:10]([NH:14][C:15]([NH:17][C:18]1[CH:26]=[CH:25][CH:24]=[C:23]3[C:19]=1[CH:20]=[N:21][NH:22]3)=[O:16])[CH:9]([F:27])[CH2:8]2)([CH3:4])([CH3:3])[CH3:2].N.CO. Product: [C:1]([C:5]1[CH:6]=[C:7]2[C:11](=[CH:12][CH:13]=1)[C@H:10]([NH:14][C:15]([NH:17][C:18]1[CH:26]=[CH:25][CH:24]=[C:23]3[C:19]=1[CH:20]=[N:21][NH:22]3)=[O:16])[C@H:9]([F:27])[CH2:8]2)([CH3:4])([CH3:2])[CH3:3]. The catalyst class is: 2.